This data is from Full USPTO retrosynthesis dataset with 1.9M reactions from patents (1976-2016). The task is: Predict the reactants needed to synthesize the given product. Given the product [CH:1]1([C:7]2[C:15]3[C:10](=[CH:11][C:12]([C:16]([O:18][CH3:19])=[O:17])=[CH:13][CH:14]=3)[NH:9][C:8]=2[C:20]2[CH:25]=[CH:24][CH:23]=[C:22]([N+:26]([O-:28])=[O:27])[C:21]=2[O:29][CH2:30][CH2:31][OH:32])[CH2:6][CH2:5][CH2:4][CH2:3][CH2:2]1, predict the reactants needed to synthesize it. The reactants are: [CH:1]1([C:7]2[C:15]3[C:10](=[CH:11][C:12]([C:16]([O:18][CH3:19])=[O:17])=[CH:13][CH:14]=3)[NH:9][C:8]=2[C:20]2[CH:25]=[CH:24][CH:23]=[C:22]([N+:26]([O-:28])=[O:27])[C:21]=2[O:29][CH2:30][CH2:31][O:32]C2CCCCO2)[CH2:6][CH2:5][CH2:4][CH2:3][CH2:2]1.Cl.[OH-].[Na+].C(=O)([O-])O.[Na+].